Regression. Given a peptide amino acid sequence and an MHC pseudo amino acid sequence, predict their binding affinity value. This is MHC class I binding data. From a dataset of Peptide-MHC class I binding affinity with 185,985 pairs from IEDB/IMGT. (1) The peptide sequence is GFYLSGHLF. The MHC is HLA-B45:06 with pseudo-sequence HLA-B45:06. The binding affinity (normalized) is 0.213. (2) The peptide sequence is NLPSKPVWL. The MHC is HLA-B15:01 with pseudo-sequence HLA-B15:01. The binding affinity (normalized) is 0.0847. (3) The peptide sequence is CFRKLPINRPI. The MHC is Patr-A0901 with pseudo-sequence Patr-A0901. The binding affinity (normalized) is 0.